From a dataset of hERG Central: cardiac toxicity at 1µM, 10µM, and general inhibition. Predict hERG channel inhibition at various concentrations. (1) The molecule is N#Cc1c(F)cccc1N1CCN(Cc2ccc3c(c2)OCO3)CC1. Results: hERG_inhib (hERG inhibition (general)): blocker. (2) The drug is O=C(NC1CCN(Cc2ccccc2)CC1)C1CCN(S(=O)(=O)c2ccc(Cl)cc2)CC1. Results: hERG_inhib (hERG inhibition (general)): blocker.